This data is from Reaction yield outcomes from USPTO patents with 853,638 reactions. The task is: Predict the reaction yield, written as a fraction of the theoretical maximum amount of product (1.0 means a 100% yield; for example, 0.34 means a 34% yield). The reactants are [Cl-].[NH4+].[Cl:3][C:4]1[CH:9]=[CH:8][C:7]([CH:10]([NH:23][C:24](=[O:30])[O:25][C:26]([CH3:29])([CH3:28])[CH3:27])[CH2:11][CH2:12][NH:13][C:14](OC2C=CC=CC=2)=[O:15])=[CH:6][CH:5]=1.C([N:33](CC)CC)C. The catalyst is CN(C=O)C. The product is [Cl:3][C:4]1[CH:9]=[CH:8][C:7]([CH:10]([NH:23][C:24](=[O:30])[O:25][C:26]([CH3:29])([CH3:28])[CH3:27])[CH2:11][CH2:12][NH:13][C:14]([NH2:33])=[O:15])=[CH:6][CH:5]=1. The yield is 1.00.